Dataset: Forward reaction prediction with 1.9M reactions from USPTO patents (1976-2016). Task: Predict the product of the given reaction. Given the reactants [Cl:1][C:2]1[CH:3]=[C:4]([C:8]2[N:13]=[C:12]([C:14]([OH:16])=O)[CH:11]=[CH:10][CH:9]=2)[CH:5]=[CH:6][CH:7]=1.[N:17]1[CH:22]=[CH:21][CH:20]=[CH:19][C:18]=1[NH2:23], predict the reaction product. The product is: [N:17]1[CH:22]=[CH:21][CH:20]=[CH:19][C:18]=1[NH:23][C:14]([C:12]1[CH:11]=[CH:10][CH:9]=[C:8]([C:4]2[CH:5]=[CH:6][CH:7]=[C:2]([Cl:1])[CH:3]=2)[N:13]=1)=[O:16].